Task: Binary Classification. Given a drug SMILES string, predict its activity (active/inactive) in a high-throughput screening assay against a specified biological target.. Dataset: Choline transporter screen with 302,306 compounds (1) The result is 0 (inactive). The drug is Fc1c(C2N(CCc3c2[nH]c2c3cccc2)CCCn2nccc2)cccc1. (2) The compound is Clc1c(C(=O)NCC(OCN2C(=O)c3c(C2=O)cccc3)=O)ccc(Cl)c1. The result is 0 (inactive). (3) The compound is Brc1ccc(OCc2ccc(C(=O)Nc3nn(Cc4c(F)cccc4)cc3)cc2)cc1. The result is 0 (inactive). (4) The molecule is S(=O)(=O)(N1CCCCC1)c1ccc(NC(=O)C(OC(=O)COc2cc(ccc2)C)C)cc1. The result is 0 (inactive). (5) The molecule is O=C1N(C2CCCC2)CC(C1)C(=O)NCCN1CCc2c(C1)cccc2. The result is 0 (inactive).